Dataset: Full USPTO retrosynthesis dataset with 1.9M reactions from patents (1976-2016). Task: Predict the reactants needed to synthesize the given product. Given the product [CH3:1][C:2]1([CH3:33])[CH2:11][CH:10]=[C:9]([C:12]2[CH:17]=[CH:16][C:15]([CH3:18])=[CH:14][CH:13]=2)[C:8]2[CH:7]=[C:6]([C:19]([NH:21][C:22]3[CH:32]=[CH:31][C:25]([C:26]([O:28][CH2:29][CH3:30])=[O:27])=[CH:24][CH:23]=3)=[S:43])[CH:5]=[CH:4][C:3]1=2, predict the reactants needed to synthesize it. The reactants are: [CH3:1][C:2]1([CH3:33])[CH2:11][CH:10]=[C:9]([C:12]2[CH:17]=[CH:16][C:15]([CH3:18])=[CH:14][CH:13]=2)[C:8]2[CH:7]=[C:6]([C:19]([NH:21][C:22]3[CH:32]=[CH:31][C:25]([C:26]([O:28][CH2:29][CH3:30])=[O:27])=[CH:24][CH:23]=3)=O)[CH:5]=[CH:4][C:3]1=2.COC1C=CC(P2(=S)SP(=S)(C3C=CC(OC)=CC=3)[S:43]2)=CC=1.